The task is: Predict the product of the given reaction.. This data is from Forward reaction prediction with 1.9M reactions from USPTO patents (1976-2016). (1) Given the reactants [Cl:1][C:2]1[CH:7]=[CH:6][C:5]([C:8]2[C:17]3[C:12](=[CH:13][CH:14]=[CH:15][CH:16]=3)[N:11]=[C:10]([NH:18][CH2:19][CH2:20][CH2:21][N:22]3[CH2:27][CH2:26][NH:25][CH2:24][CH2:23]3)[N:9]=2)=[CH:4][CH:3]=1.C(N(CC)CC)C.[F:35][C:36]([F:48])([F:47])[O:37][C:38]1[CH:39]=[C:40]([CH:44]=[CH:45][CH:46]=1)[C:41](Cl)=[O:42], predict the reaction product. The product is: [Cl:1][C:2]1[CH:7]=[CH:6][C:5]([C:8]2[C:17]3[C:12](=[CH:13][CH:14]=[CH:15][CH:16]=3)[N:11]=[C:10]([NH:18][CH2:19][CH2:20][CH2:21][N:22]3[CH2:27][CH2:26][N:25]([C:41]([C:40]4[CH:44]=[CH:45][CH:46]=[C:38]([O:37][C:36]([F:35])([F:47])[F:48])[CH:39]=4)=[O:42])[CH2:24][CH2:23]3)[N:9]=2)=[CH:4][CH:3]=1. (2) Given the reactants C(N1C=CN=C1)(N1C=CN=C1)=O.[F:13][C:14]1[CH:19]=[CH:18][CH:17]=[CH:16][C:15]=1[C:20]1[CH:28]=[N:27][CH:26]=[C:25]([NH:29][C:30]2[CH:35]=[CH:34][C:33]([I:36])=[CH:32][C:31]=2[F:37])[C:21]=1[C:22](O)=[O:23].O.[NH2:39][NH2:40], predict the reaction product. The product is: [F:13][C:14]1[CH:19]=[CH:18][CH:17]=[CH:16][C:15]=1[C:20]1[CH:28]=[N:27][CH:26]=[C:25]([NH:29][C:30]2[CH:35]=[CH:34][C:33]([I:36])=[CH:32][C:31]=2[F:37])[C:21]=1[C:22]([NH:39][NH2:40])=[O:23]. (3) Given the reactants [Cl:1][C:2]1[N:7]=[C:6]([NH:8][C:9](=[O:15])[O:10][C:11]([CH3:14])([CH3:13])[CH3:12])[CH:5]=[CH:4][CH:3]=1.C([Li])CCC.[C:21](N1CCOCC1)(=[O:24])[CH2:22][CH3:23].[Cl-].[NH4+], predict the reaction product. The product is: [Cl:1][C:2]1[N:7]=[C:6]([NH:8][C:9](=[O:15])[O:10][C:11]([CH3:12])([CH3:14])[CH3:13])[C:5]([C:21](=[O:24])[CH2:22][CH3:23])=[CH:4][CH:3]=1. (4) Given the reactants Br[C:2]1[CH:3]=[N:4][C:5](C)=[N:6][CH:7]=1.[C:9]([Si:11]([CH3:14])([CH3:13])[CH3:12])#[CH:10], predict the reaction product. The product is: [CH3:12][Si:11]([C:9]#[C:10][C:2]1[CH:3]=[N:4][CH:5]=[N:6][CH:7]=1)([CH3:14])[CH3:13]. (5) Given the reactants F[P-](F)(F)(F)(F)F.N1(O[P+](N(C)C)(N(C)C)N(C)C)C2C=CC=CC=2N=N1.[CH3:28][O:29][C:30]1[CH:31]=[C:32]2[C:36](=[CH:37][CH:38]=1)[NH:35][C:34]([C:39]([OH:41])=O)=[CH:33]2.[NH2:42][C:43]1[CH:48]=[C:47]([S:49]([CH2:52][CH3:53])(=[O:51])=[O:50])[CH:46]=[CH:45][C:44]=1[OH:54].Cl, predict the reaction product. The product is: [CH2:52]([S:49]([C:47]1[CH:46]=[CH:45][C:44]([OH:54])=[C:43]([NH:42][C:39]([C:34]2[NH:35][C:36]3[C:32]([CH:33]=2)=[CH:31][C:30]([O:29][CH3:28])=[CH:38][CH:37]=3)=[O:41])[CH:48]=1)(=[O:51])=[O:50])[CH3:53].